The task is: Regression. Given a peptide amino acid sequence and an MHC pseudo amino acid sequence, predict their binding affinity value. This is MHC class I binding data.. This data is from Peptide-MHC class I binding affinity with 185,985 pairs from IEDB/IMGT. (1) The peptide sequence is GTDSNGMLW. The MHC is HLA-A01:01 with pseudo-sequence HLA-A01:01. The binding affinity (normalized) is 0.601. (2) The peptide sequence is PEDPVEIALY. The MHC is HLA-A24:02 with pseudo-sequence HLA-A24:02. The binding affinity (normalized) is 0. (3) The peptide sequence is LEHGLYPQL. The MHC is HLA-B15:09 with pseudo-sequence HLA-B15:09. The binding affinity (normalized) is 0.0847. (4) The MHC is HLA-B07:02 with pseudo-sequence HLA-B07:02. The peptide sequence is MPVMKRYSAP. The binding affinity (normalized) is 0.155. (5) The peptide sequence is LAKSVFNSL. The MHC is HLA-B08:03 with pseudo-sequence HLA-B08:03. The binding affinity (normalized) is 0.292. (6) The peptide sequence is MTYKAAVL. The MHC is HLA-A01:01 with pseudo-sequence HLA-A01:01. The binding affinity (normalized) is 0.0262. (7) The peptide sequence is VNPTLLFLK. The MHC is HLA-A68:01 with pseudo-sequence HLA-A68:01. The binding affinity (normalized) is 0.125. (8) The peptide sequence is RDITAFEGL. The MHC is HLA-B48:01 with pseudo-sequence HLA-B48:01. The binding affinity (normalized) is 0.0847.